Dataset: Catalyst prediction with 721,799 reactions and 888 catalyst types from USPTO. Task: Predict which catalyst facilitates the given reaction. (1) Product: [CH2:28]([O:27][C:25]([CH:24]1[CH2:30][CH2:31][CH2:32][CH2:33][N:23]1[C:14]([C:12]1[O:13][C:9]([CH2:8][O:7][C:4]2[CH:3]=[CH:2][C:1]([C:17]3[CH:22]=[CH:21][CH:20]=[CH:19][CH:18]=3)=[CH:6][CH:5]=2)=[CH:10][CH:11]=1)=[O:16])=[O:26])[CH3:29]. The catalyst class is: 7. Reactant: [C:1]1([C:17]2[CH:22]=[CH:21][CH:20]=[CH:19][CH:18]=2)[CH:6]=[CH:5][C:4]([O:7][CH2:8][C:9]2[O:13][C:12]([C:14]([OH:16])=O)=[CH:11][CH:10]=2)=[CH:3][CH:2]=1.[NH:23]1[CH2:33][CH2:32][CH2:31][CH2:30][CH:24]1[C:25]([O:27][CH2:28][CH3:29])=[O:26].Cl.C(N=C=NCCCN(C)C)C. (2) Reactant: N#N.Br[C:4]1[C:5]([CH3:20])=[CH:6][C:7]([C@@H:10]([NH:12][C:13](=[O:19])[O:14][C:15]([CH3:18])([CH3:17])[CH3:16])[CH3:11])=[N:8][CH:9]=1.[F:21][C:22]([F:33])([F:32])[C:23]1[CH:28]=[C:27](B(O)O)[CH:26]=[CH:25][N:24]=1.C([O-])([O-])=O.[Na+].[Na+]. The catalyst class is: 225. Product: [CH3:20][C:5]1[CH:6]=[C:7]([C@@H:10]([NH:12][C:13](=[O:19])[O:14][C:15]([CH3:18])([CH3:17])[CH3:16])[CH3:11])[N:8]=[CH:9][C:4]=1[C:27]1[CH:26]=[CH:25][N:24]=[C:23]([C:22]([F:33])([F:32])[F:21])[CH:28]=1.